From a dataset of Forward reaction prediction with 1.9M reactions from USPTO patents (1976-2016). Predict the product of the given reaction. (1) Given the reactants CC1(C)[O:6][C@H:5]([CH2:7][N:8]2[CH:12]=[CH:11][C:10]([NH:13][C:14](=[O:35])[C@@H:15]([N:20]3[CH2:24][C:23]([O:25][C:26]4[CH:31]=[CH:30][CH:29]=[C:28]([Cl:32])[C:27]=4[Cl:33])=[CH:22][C:21]3=[O:34])[CH2:16][CH:17]([CH3:19])[CH3:18])=[N:9]2)[CH2:4][O:3]1.Cl, predict the reaction product. The product is: [OH:6][C@@H:5]([CH2:4][OH:3])[CH2:7][N:8]1[CH:12]=[CH:11][C:10]([NH:13][C:14](=[O:35])[C@@H:15]([N:20]2[CH2:24][C:23]([O:25][C:26]3[CH:31]=[CH:30][CH:29]=[C:28]([Cl:32])[C:27]=3[Cl:33])=[CH:22][C:21]2=[O:34])[CH2:16][CH:17]([CH3:19])[CH3:18])=[N:9]1. (2) Given the reactants CCN(C(C)C)C(C)C.[S:10](Cl)([CH3:13])(=[O:12])=[O:11].[CH2:15]([O:17][C:18]([C:20]1[CH:25]=[C:24]([C:26]#[N:27])[C:23](=[O:28])[NH:22][C:21]=1[CH2:29][O:30][CH2:31][C:32]1[CH:37]=[CH:36][C:35]([O:38][CH3:39])=[C:34]([O:40][CH3:41])[CH:33]=1)=[O:19])[CH3:16], predict the reaction product. The product is: [CH2:15]([O:17][C:18](=[O:19])[C:20]1[CH:25]=[C:24]([C:26]#[N:27])[C:23]([O:28][S:10]([CH3:13])(=[O:12])=[O:11])=[N:22][C:21]=1[CH2:29][O:30][CH2:31][C:32]1[CH:37]=[CH:36][C:35]([O:38][CH3:39])=[C:34]([O:40][CH3:41])[CH:33]=1)[CH3:16]. (3) Given the reactants [NH:1]1[CH:5]=[CH:4][N:3]=[CH:2]1.[F:6][C:7]([F:43])([F:42])[C:8]1[CH:9]=[C:10]([CH:35]=[C:36]([C:38]([F:41])([F:40])[F:39])[CH:37]=1)[CH2:11][N:12]1[C:16](Cl)=[C:15]([C:18]([C:20]2[O:24][C:23]([CH:25]3[CH2:27][CH2:26]3)=[N:22][C:21]=2[C:28]2[CH:33]=[CH:32][CH:31]=[CH:30][C:29]=2[Cl:34])=[O:19])[N:14]=[N:13]1.CCOC(C)=O, predict the reaction product. The product is: [F:41][C:38]([F:39])([F:40])[C:36]1[CH:35]=[C:10]([CH:9]=[C:8]([C:7]([F:6])([F:43])[F:42])[CH:37]=1)[CH2:11][N:12]1[C:16]([N:1]2[CH:5]=[CH:4][N:3]=[CH:2]2)=[C:15]([C:18]([C:20]2[O:24][C:23]([CH:25]3[CH2:26][CH2:27]3)=[N:22][C:21]=2[C:28]2[CH:33]=[CH:32][CH:31]=[CH:30][C:29]=2[Cl:34])=[O:19])[N:14]=[N:13]1. (4) The product is: [CH:45]1[C:46]2[C:47]3[C:52](=[CH:51][CH:50]=[CH:49][CH:48]=3)[C:53]3[C:58](=[CH:57][CH:56]=[CH:55][CH:54]=3)[C:59]=2[CH:60]=[CH:61][C:44]=1[N:41]1[C:40]2[CH:39]=[CH:38][CH:37]=[CH:36][C:35]=2[C:34]2[C:42]1=[CH:30][CH:31]=[CH:32][CH:33]=2. Given the reactants C1(P(C2CCCCC2)C2C=CC=CC=2C2C(OC)=CC=CC=2OC)CCCCC1.[CH:30]1[C:42]2[NH:41][C:40]3[C:35](=[CH:36][CH:37]=[CH:38][CH:39]=3)[C:34]=2[CH:33]=[CH:32][CH:31]=1.Br[C:44]1[CH:61]=[CH:60][C:59]2[C:58]3[C:53](=[CH:54][CH:55]=[CH:56][CH:57]=3)[C:52]3[C:47](=[CH:48][CH:49]=[CH:50][CH:51]=3)[C:46]=2[CH:45]=1.CC(C)([O-])C.[Na+], predict the reaction product. (5) Given the reactants [CH2:1]([N:4]1[C:13](=[O:14])[C:12]2[C:11]([CH3:16])([CH3:15])[CH2:10][C:9]3[CH:17]=[C:18]([C:21]([OH:23])=O)[CH:19]=[CH:20][C:8]=3[C:7]=2[N:6]=[C:5]1[S:24][CH2:25][CH2:26][O:27][CH3:28])[CH:2]=[CH2:3].C(Cl)CCl.C1C=CC2N(O)N=NC=2C=1.[CH2:43]([CH2:45][NH2:46])[OH:44], predict the reaction product. The product is: [CH2:1]([N:4]1[C:13](=[O:14])[C:12]2[C:11]([CH3:15])([CH3:16])[CH2:10][C:9]3[CH:17]=[C:18]([C:21]([NH:46][CH2:45][CH2:43][OH:44])=[O:23])[CH:19]=[CH:20][C:8]=3[C:7]=2[NH:6][CH:5]1[S:24][CH2:25][CH2:26][O:27][CH3:28])[CH:2]=[CH2:3]. (6) Given the reactants [NH2:1][OH:2].Cl.C([O-])([O-])=O.[Na+].[Na+].OC1[C:12]([C:37]#[N:38])=[N:13][C:14]([CH2:17][CH2:18][CH2:19][CH2:20][CH2:21][NH:22][C:23]2[C:24]3[C:29]([N:30]=[C:31]4[C:36]=2[CH2:35][CH2:34][CH2:33][CH2:32]4)=[CH:28][CH:27]=[CH:26][CH:25]=3)=[CH:15][CH:16]=1.C(Cl)Cl.[CH3:42][OH:43], predict the reaction product. The product is: [OH:2][N:1]=[C:37]([C:12]1[C:42]([OH:43])=[CH:16][CH:15]=[C:14]([CH2:17][CH2:18][CH2:19][CH2:20][CH2:21][NH:22][C:23]2[C:24]3[C:29]([N:30]=[C:31]4[C:36]=2[CH2:35][CH2:34][CH2:33][CH2:32]4)=[CH:28][CH:27]=[CH:26][CH:25]=3)[N:13]=1)[NH2:38]. (7) Given the reactants [C:1]([C:5]1[N:10]=[CH:9][C:8](/[CH:11]=[CH:12]/[C:13]([OH:15])=O)=[CH:7][CH:6]=1)([CH3:4])([CH3:3])[CH3:2].[NH2:16][C:17]1[CH:18]=[C:19]2[C:23](=[CH:24][CH:25]=1)[NH:22][C:21]([CH2:26][OH:27])=[CH:20]2, predict the reaction product. The product is: [C:1]([C:5]1[N:10]=[CH:9][C:8](/[CH:11]=[CH:12]/[C:13]([NH:16][C:17]2[CH:18]=[C:19]3[C:23](=[CH:24][CH:25]=2)[NH:22][C:21]([CH2:26][OH:27])=[CH:20]3)=[O:15])=[CH:7][CH:6]=1)([CH3:2])([CH3:3])[CH3:4].